This data is from Reaction yield outcomes from USPTO patents with 853,638 reactions. The task is: Predict the reaction yield, written as a fraction of the theoretical maximum amount of product (1.0 means a 100% yield; for example, 0.34 means a 34% yield). (1) The reactants are [CH3:1][O:2][C:3]([C:5]1[CH:6]=[C:7]2[CH:13]=[CH:12][NH:11][C:8]2=[N:9][CH:10]=1)=[O:4].[F:14][C:15]1[C:20](C=O)=[C:19]([F:23])[CH:18]=[CH:17][C:16]=1[NH:24][S:25]([CH2:28][CH2:29][CH3:30])(=[O:27])=[O:26].[OH-:31].[K+].O.[CH3:34]O. No catalyst specified. The product is [CH3:1][O:2][C:3]([C:5]1[CH:6]=[C:7]2[C:13]([C:20]3[C:19]([F:23])=[CH:18][CH:17]=[C:16]([NH:24][S:25]([CH2:28][CH2:29][CH3:30])(=[O:26])=[O:27])[C:15]=3[F:14])=[C:12]([OH:31])[N:11]([CH3:34])[C:8]2=[N:9][CH:10]=1)=[O:4]. The yield is 0.280. (2) The reactants are [ClH:1].C(N1CCC(S(C2C=CC(C3C=CC(CCCC(F)(F)F)=CC=3)=CC=2)(=O)=O)(C(NO)=O)CC1)(C)(C)C.O1CCCCC1[O:44][NH:45][C:46]([C:48]1([S:57]([C:60]2[CH:65]=[CH:64][C:63]([C:66]3[CH:71]=[CH:70][C:69]([CH2:72][CH2:73][C:74]([F:80])([F:79])[C:75]([F:78])([F:77])[F:76])=[CH:68][CH:67]=3)=[CH:62][CH:61]=2)(=[O:59])=[O:58])[CH2:53][CH2:52][N:51]([CH:54]2[CH2:56][CH2:55]2)[CH2:50][CH2:49]1)=[O:47].C(O)C.Cl. The catalyst is C(OCC)(=O)C.O1CCOCC1. The product is [ClH:1].[CH:54]1([N:51]2[CH2:50][CH2:49][C:48]([S:57]([C:60]3[CH:61]=[CH:62][C:63]([C:66]4[CH:71]=[CH:70][C:69]([CH2:72][CH2:73][C:74]([F:80])([F:79])[C:75]([F:76])([F:77])[F:78])=[CH:68][CH:67]=4)=[CH:64][CH:65]=3)(=[O:59])=[O:58])([C:46]([NH:45][OH:44])=[O:47])[CH2:53][CH2:52]2)[CH2:55][CH2:56]1. The yield is 0.320. (3) The reactants are [CH:1]([N:4]1[C:8]([C:9]2[N:18]=[C:17]3[N:11]([CH2:12][CH2:13][O:14][C:15]4[CH:22]=[C:21](OS(C(F)(F)F)(=O)=O)[N:20]=[CH:19][C:16]=43)[CH:10]=2)=[N:7][CH:6]=[N:5]1)([CH3:3])[CH3:2].[CH3:31][NH2:32].C1COCC1. The catalyst is CN1C(=O)CCC1.O. The product is [CH:1]([N:4]1[C:8]([C:9]2[N:18]=[C:17]3[C:16]4[CH:19]=[N:20][C:21]([NH:32][CH3:31])=[CH:22][C:15]=4[O:14][CH2:13][CH2:12][N:11]3[CH:10]=2)=[N:7][CH:6]=[N:5]1)([CH3:3])[CH3:2]. The yield is 0.280. (4) The reactants are [C:1]([O:5][C:6](=[O:29])[NH:7][CH2:8][CH2:9][CH2:10][C:11]1([C:23]2[CH:28]=[CH:27][CH:26]=[CH:25][CH:24]=2)[NH:15][N:14]=[C:13]([C:16]2[CH:21]=[CH:20][CH:19]=[C:18]([F:22])[CH:17]=2)[S:12]1)([CH3:4])([CH3:3])[CH3:2].C(N(CC)CC)C.[C:37](Cl)(=[O:41])[CH:38]([CH3:40])[CH3:39]. The yield is 0.750. The product is [C:1]([O:5][C:6](=[O:29])[NH:7][CH2:8][CH2:9][CH2:10][C:11]1([C:23]2[CH:24]=[CH:25][CH:26]=[CH:27][CH:28]=2)[N:15]([C:37](=[O:41])[CH:38]([CH3:40])[CH3:39])[N:14]=[C:13]([C:16]2[CH:21]=[CH:20][CH:19]=[C:18]([F:22])[CH:17]=2)[S:12]1)([CH3:4])([CH3:2])[CH3:3]. The catalyst is C(Cl)Cl. (5) The reactants are [NH2:1][C:2]1[CH:9]=[CH:8][CH:7]=[C:6]([O:10][CH2:11][C@H:12]2[CH2:17][CH2:16][CH2:15][N:14]([C:18](=[O:22])[CH2:19][CH2:20][CH3:21])[CH2:13]2)[C:3]=1[C:4]#[N:5].[S:23](Cl)(=[O:26])(=[O:25])[NH2:24]. The catalyst is CC(N(C)C)=O. The product is [S:23]([NH:1][C:2]1[CH:9]=[CH:8][CH:7]=[C:6]([O:10][CH2:11][C@H:12]2[CH2:17][CH2:16][CH2:15][N:14]([C:18](=[O:22])[CH2:19][CH2:20][CH3:21])[CH2:13]2)[C:3]=1[C:4]#[N:5])(=[O:26])(=[O:25])[NH2:24]. The yield is 0.820. (6) The reactants are [Br:1][C:2]1[CH:9]=[CH:8][C:5]([CH2:6][NH2:7])=[CH:4][CH:3]=1.C(N(CC)CC)C.[CH3:17][S:18](Cl)(=[O:20])=[O:19]. The catalyst is ClCCl. The product is [Br:1][C:2]1[CH:9]=[CH:8][C:5]([CH2:6][NH:7][S:18]([CH3:17])(=[O:20])=[O:19])=[CH:4][CH:3]=1. The yield is 0.970. (7) The reactants are C(OC([N:8]1[CH2:13][CH2:12][N:11]([C:14]2[C:19]([N+:20]([O-:22])=[O:21])=[CH:18][CH:17]=[CH:16][C:15]=2[Cl:23])[CH2:10][CH2:9]1)=O)(C)(C)C.C(Cl)Cl. The catalyst is FC(F)(F)C(O)=O. The product is [Cl:23][C:15]1[CH:16]=[CH:17][CH:18]=[C:19]([N+:20]([O-:22])=[O:21])[C:14]=1[N:11]1[CH2:12][CH2:13][NH:8][CH2:9][CH2:10]1. The yield is 0.950.